The task is: Predict the reactants needed to synthesize the given product.. This data is from Full USPTO retrosynthesis dataset with 1.9M reactions from patents (1976-2016). (1) Given the product [Cl:15][C:7]1[CH:8]=[C:9]2[C:4](=[CH:5][CH:6]=1)[N:3]=[C:2]([NH:30][CH:22]([C:21]([O:20][CH2:19][CH2:18][N:17]([CH3:16])[CH3:32])=[O:31])[CH2:23][C:24]1[CH:29]=[CH:28][CH:27]=[CH:26][N:25]=1)[C:11]([C:12]([OH:14])=[O:13])=[CH:10]2, predict the reactants needed to synthesize it. The reactants are: Cl[C:2]1[C:11]([C:12]([OH:14])=[O:13])=[CH:10][C:9]2[C:4](=[CH:5][CH:6]=[C:7]([Cl:15])[CH:8]=2)[N:3]=1.[CH3:16][N:17]([CH3:32])[CH2:18][CH2:19][O:20][C:21](=[O:31])[CH:22]([NH2:30])[CH2:23][C:24]1[CH:29]=[CH:28][CH:27]=[CH:26][N:25]=1. (2) Given the product [OH:2][C:3]1[C:4](=[O:46])[N:5]([C:39]2[N:40]=[N:41][C:42]([CH3:45])=[CH:43][CH:44]=2)[CH:6]([C:19]2[CH:20]=[CH:21][C:22]([O:25][C:26]3[N:30]=[CH:29][NH:28][N:27]=3)=[CH:23][CH:24]=2)[C:7]=1[C:8](=[O:18])[C:9]1[CH:10]=[CH:11][C:12]([CH:15]([CH3:16])[CH3:17])=[CH:13][CH:14]=1, predict the reactants needed to synthesize it. The reactants are: Cl.[OH:2][C:3]1[C:4](=[O:46])[N:5]([C:39]2[N:40]=[N:41][C:42]([CH3:45])=[CH:43][CH:44]=2)[CH:6]([C:19]2[CH:24]=[CH:23][C:22]([O:25][C:26]3[N:30]=[CH:29][N:28](COCC[Si](C)(C)C)[N:27]=3)=[CH:21][CH:20]=2)[C:7]=1[C:8](=[O:18])[C:9]1[CH:14]=[CH:13][C:12]([CH:15]([CH3:17])[CH3:16])=[CH:11][CH:10]=1.